Task: Predict the reaction yield, written as a fraction of the theoretical maximum amount of product (1.0 means a 100% yield; for example, 0.34 means a 34% yield).. Dataset: Reaction yield outcomes from USPTO patents with 853,638 reactions (1) The reactants are [CH3:1][CH2:2][CH2:3][CH2:4][C:5]1[N:9]([CH2:10][C:11]2[CH:12]=[CH:13][C:14]([C:17]3[CH:18]=[CH:19][CH:20]=[CH:21][C:22]=3[C:23]3[N:27]=[N:26][N-:25][N:24]=3)=[CH:15][CH:16]=2)[C:8]([CH2:28][OH:29])=[C:7]([Cl:30])[N:6]=1.[K+].[N+:32]([O:35][C@@H:36]([CH2:43][O:44][N+:45]([O-:47])=[O:46])[CH2:37][CH2:38][CH2:39][C:40](O)=[O:41])([O-:34])=[O:33].CN1CCOCC1.Cl.CN(C)CCCN=C=NCC.OP([O-])(O)=O.[Na+].OP([O-])([O-])=O.[Na+].[Na+]. The catalyst is CN(C)C1C=CN=CC=1.CO.ClCCl.ClCCl. The product is [N+:32]([O:35][C@@H:36]([CH2:43][O:44][N+:45]([O-:47])=[O:46])[CH2:37][CH2:38][CH2:39][C:40]([O:29][CH2:28][C:8]1[N:9]([CH2:10][C:11]2[CH:12]=[CH:13][C:14]([C:17]3[CH:18]=[CH:19][CH:20]=[CH:21][C:22]=3[C:23]3[N:24]=[N:25][NH:26][N:27]=3)=[CH:15][CH:16]=2)[C:5]([CH2:4][CH2:3][CH2:2][CH3:1])=[N:6][C:7]=1[Cl:30])=[O:41])([O-:34])=[O:33]. The yield is 0.748. (2) The product is [OH:31][C:21]1([C:11]2[CH:12]=[C:13]([C:14]3[CH:15]=[N:16][C:17]([CH3:20])=[CH:18][CH:19]=3)[N:9]([C:6]3[CH:5]=[CH:4][C:3]([O:2][CH3:1])=[CH:8][CH:7]=3)[N:10]=2)[CH2:30][CH2:29][C:24](=[O:25])[CH2:23][CH2:22]1. The catalyst is O1CCCC1.Cl. The yield is 0.960. The reactants are [CH3:1][O:2][C:3]1[CH:8]=[CH:7][C:6]([N:9]2[C:13]([C:14]3[CH:15]=[N:16][C:17]([CH3:20])=[CH:18][CH:19]=3)=[CH:12][C:11]([C:21]3([OH:31])[CH2:30][CH2:29][C:24]4(OCC[O:25]4)[CH2:23][CH2:22]3)=[N:10]2)=[CH:5][CH:4]=1.[OH-].[Na+]. (3) The reactants are [C:1]([O:5][C:6]([NH:8][C@@H:9]([CH2:13][C:14]1[CH:19]=[CH:18][CH:17]=[CH:16][CH:15]=1)[C:10]([OH:12])=[O:11])=[O:7])([CH3:4])([CH3:3])[CH3:2].C1CCC(N=C=NC2CCCCC2)CC1.C1C=CC2N(O)N=NC=2C=1.[N:45]12[CH2:52][CH2:51][CH:48]([CH2:49][CH2:50]1)[C@@H:47](O)[CH2:46]2. The catalyst is C1COCC1. The product is [C:1]([O:5][C:6]([NH:8][C@@H:9]([CH2:13][C:14]1[CH:15]=[CH:16][CH:17]=[CH:18][CH:19]=1)[C:10]([O:12][C@@H:47]1[CH:48]2[CH2:51][CH2:52][N:45]([CH2:50][CH2:49]2)[CH2:46]1)=[O:11])=[O:7])([CH3:4])([CH3:2])[CH3:3]. The yield is 0.850. (4) The reactants are N1(C(=S)NC2[S:9][C:10]3[CH:16]=[C:15]([NH:17][C:18](=[O:20])[CH3:19])[CH:14]=[CH:13][C:11]=3[N:12]=2)C=CN=C1.[CH2:22]([N:24]([CH2:27][CH3:28])[CH2:25][CH3:26])[CH3:23].[CH:29]([N:32]=C=NC(C)C)(C)C.[CH:38](Cl)(Cl)Cl.C[N:43]([CH3:46])[CH:44]=[O:45]. The catalyst is O. The product is [N:24]12[CH2:27][CH2:28][CH:38]([CH2:26][CH2:25]1)[C@@:23]1([O:45][C:44]([NH:43][C:46]3[S:9][C:10]4[CH:16]=[C:15]([NH:17][C:18](=[O:20])[CH3:19])[CH:14]=[CH:13][C:11]=4[N:12]=3)=[N:32][CH2:29]1)[CH2:22]2. The yield is 0.412.